Predict the product of the given reaction. From a dataset of Forward reaction prediction with 1.9M reactions from USPTO patents (1976-2016). (1) Given the reactants Br[C:2]1[CH:10]=[C:9]2[C:5]([CH:6]=[CH:7][NH:8]2)=[CH:4][CH:3]=1.[CH2:11]([O:13][C:14](=[O:23])[CH:15]=[CH:16][C:17]1[CH:18]=[N:19][CH:20]=[CH:21][CH:22]=1)[CH3:12].C(OC(=O)C=C(C1C=CC=C2C=1C(C#N)=CN2)C1C=CC=CC=1)C, predict the reaction product. The product is: [CH2:11]([O:13][C:14](=[O:23])[CH:15]=[C:16]([C:2]1[CH:10]=[C:9]2[C:5]([CH:6]=[CH:7][NH:8]2)=[CH:4][CH:3]=1)[C:17]1[CH:18]=[N:19][CH:20]=[CH:21][CH:22]=1)[CH3:12]. (2) Given the reactants Br[C:2]1[S:3][C:4]([NH:30]C(=O)OC(C)(C)C)=[C:5]([C:7](=[O:29])[NH:8][C:9]2[CH:10]=[N:11][N:12]([CH3:28])[C:13]=2[N:14]2[CH2:20][CH2:19][CH2:18][C@@H:17]([NH:21]C(=O)C(F)(F)F)[CH2:16][CH2:15]2)[N:6]=1.[C:38]1(B2OC(C)(C)C(C)(C)O2)[CH2:44][CH2:43][CH2:42][CH2:41][CH2:40][CH:39]=1, predict the reaction product. The product is: [NH2:30][C:4]1[S:3][C:2]([C:38]2=[CH:39][CH2:40][CH2:41][CH2:42][CH2:43][CH2:44]2)=[N:6][C:5]=1[C:7]([NH:8][C:9]1[CH:10]=[N:11][N:12]([CH3:28])[C:13]=1[N:14]1[CH2:20][CH2:19][CH2:18][C@@H:17]([NH2:21])[CH2:16][CH2:15]1)=[O:29]. (3) Given the reactants [OH:1][CH2:2][C:3]1[C:4]2[N:5]([CH:9]=[C:10]([C:12]3[CH:17]=[CH:16][CH:15]=[CH:14][CH:13]=3)[N:11]=2)[CH:6]=[CH:7][CH:8]=1.[K+].[Br-], predict the reaction product. The product is: [C:12]1([C:10]2[N:11]=[C:4]3[C:3]([CH:2]=[O:1])=[CH:8][CH:7]=[CH:6][N:5]3[CH:9]=2)[CH:13]=[CH:14][CH:15]=[CH:16][CH:17]=1. (4) Given the reactants [N:1]1[C:10]2[C:5](=[CH:6][CH:7]=[CH:8][C:9]=2[S:11]([N:14]2[CH2:21][C:20]3[CH:22]=[CH:23][CH:24]=[CH:25][C:19]=3[CH2:18][O:17][CH2:16][C@H:15]2[CH2:26][C:27]([NH2:29])=O)(=[O:13])=[O:12])[CH:4]=[CH:3][CH:2]=1.N1C=CC=CC=1.O(C(C(F)(F)F)=O)C(C(F)(F)F)=O, predict the reaction product. The product is: [N:1]1[C:10]2[C:5](=[CH:6][CH:7]=[CH:8][C:9]=2[S:11]([N:14]2[CH2:21][C:20]3[CH:22]=[CH:23][CH:24]=[CH:25][C:19]=3[CH2:18][O:17][CH2:16][C@H:15]2[CH2:26][C:27]#[N:29])(=[O:12])=[O:13])[CH:4]=[CH:3][CH:2]=1.